The task is: Predict the reactants needed to synthesize the given product.. This data is from Full USPTO retrosynthesis dataset with 1.9M reactions from patents (1976-2016). (1) Given the product [Cl:1][C:2]1[C:11]2[O:10][CH2:9][CH:8]([N+:12]([O-:14])=[O:13])[CH2:7][C:6]=2[C:5]([C:15]([NH2:17])=[O:16])=[CH:4][CH:3]=1, predict the reactants needed to synthesize it. The reactants are: [Cl:1][C:2]1[C:11]2[O:10][CH2:9][C:8]([N+:12]([O-:14])=[O:13])=[CH:7][C:6]=2[C:5]([C:15]([NH2:17])=[O:16])=[CH:4][CH:3]=1.[BH4-].[Na+]. (2) Given the product [C:1]([O:4][C@H:5]([CH3:27])[CH2:6][CH2:7][CH2:8][CH2:9][N:10]1[C:19](=[O:20])[C:18]2[N:17]([CH2:21][O:22][CH2:23][CH3:24])[C:16]([SH:28])=[N:15][C:14]=2[N:13]([CH3:26])[C:11]1=[O:12])(=[O:3])[CH3:2], predict the reactants needed to synthesize it. The reactants are: [C:1]([O:4][C@H:5]([CH3:27])[CH2:6][CH2:7][CH2:8][CH2:9][N:10]1[C:19](=[O:20])[C:18]2[N:17]([CH2:21][O:22][CH2:23][CH3:24])[C:16](Br)=[N:15][C:14]=2[N:13]([CH3:26])[C:11]1=[O:12])(=[O:3])[CH3:2].[S-2:28].[Na+].[Na+].